Dataset: Experimentally validated miRNA-target interactions with 360,000+ pairs, plus equal number of negative samples. Task: Binary Classification. Given a miRNA mature sequence and a target amino acid sequence, predict their likelihood of interaction. (1) The protein sequence of the target gene is MHALSGFSLVSLLSLGYLSWDWAKPGLVADGPAEAGDQPSVAPPQPPHIIFILTDDQGYHDVGYHGSDIETPTLDRLAAEGVKLENYYIQPICTPSRSQLLTGRYQIHTGLQHSIIRPRQPNCLPLDQVTLPQKLQEAGYSTHMVGKWHLGFYRKECLPTRRGFDTFLGSLTGNVDYYTYDNCDGPGVCGFDLHEGESVAWGLSGQYSTMLYAQRASHILASHNPQNPLFLYVAFQAVHTPLQSPREYLYRYRTMGNVARRKYAAMVTCMDEAVRNITWALKRYGFYNNSVIIFSSDNGG.... The miRNA is mmu-miR-466q with sequence GUGCACACACACACAUACGU. Result: 1 (interaction). (2) The miRNA is hsa-miR-6499-3p with sequence AGCAGUGUUUGUUUUGCCCACA. The protein sequence of the target gene is MKDPSRSSTSPSIINDDVIINGHSHEEDNPFAEYMWMENEEEFNRQIEEELWEEEFIERCFQEMLEEEEEHEWFIPARDLPQTMDQIQDQFNDLVISDGSSLEDLVVKSNLNPNAKEFVPGVKY. Result: 0 (no interaction). (3) The miRNA is mmu-miR-30e-5p with sequence UGUAAACAUCCUUGACUGGAAG. The protein sequence of the target gene is MNNDINSSVESLNSACNMQSDTDTAPLLEDGQHASNQGAASSSRGQPQASPRQKMQRSQPVHILRRLQEEDQQLRTASLPAIPNPFPELTGAAPGSPPSVAPSSLPPPPSQPPAKHCGRCEKWIPGENTRGNGKRKIWRWQFPPGFQLSKLTRPGLWTKTTARFSKKQPKNQCPTDTVNPVARMPTSQMEKLRLRKDVKVFSEDGTSKVVEILTDMTARDLCQLLVYKSHCVDDNSWTLVEHHPQLGLERCLEDHEIVVQVESTMPSESKFLFRKNYAKYEFFKNPVNFFPDQMVNWCQQ.... Result: 1 (interaction).